The task is: Predict the reaction yield, written as a fraction of the theoretical maximum amount of product (1.0 means a 100% yield; for example, 0.34 means a 34% yield).. This data is from Reaction yield outcomes from USPTO patents with 853,638 reactions. (1) The reactants are [OH:1][C@H:2]([CH2:16][OH:17])[CH2:3][O:4][C:5]1[CH:10]=[CH:9][CH:8]=[CH:7][C:6]=1[CH2:11][CH2:12][CH2:13][CH2:14][NH2:15].C(NCCCCC1C=CC=CC=1OC[C@@H](O)CO)(OCC1C=CC=CC=1)=O. No catalyst specified. The product is [OH:1][C@@H:2]([CH2:16][OH:17])[CH2:3][O:4][C:5]1[CH:10]=[CH:9][CH:8]=[CH:7][C:6]=1[CH2:11][CH2:12][CH2:13][CH2:14][NH2:15]. The yield is 0.990. (2) The reactants are [Cl:1][C:2]1[CH:7]=[CH:6][CH:5]=[CH:4][C:3]=1[CH2:8][C:9]#[N:10].[CH3:11][Si]([N-][Si](C)(C)C)(C)C.[Na+].CC1[IH]C=CC=1. No catalyst specified. The product is [Cl:1][C:2]1[CH:7]=[CH:6][CH:5]=[CH:4][C:3]=1[CH:8]([CH3:11])[C:9]#[N:10]. The yield is 0.870.